Dataset: Reaction yield outcomes from USPTO patents with 853,638 reactions. Task: Predict the reaction yield, written as a fraction of the theoretical maximum amount of product (1.0 means a 100% yield; for example, 0.34 means a 34% yield). (1) The reactants are [F:1][C:2]1[CH:7]=[C:6]([CH3:8])[C:5]([N+:9]([O-:11])=[O:10])=[CH:4][C:3]=1[N+:12]([O-:14])=[O:13].CO[CH:17]([N:20]([CH3:22])[CH3:21])OC.CN(C=O)C. The catalyst is O. The product is [F:1][C:2]1[C:3]([N+:12]([O-:14])=[O:13])=[CH:4][C:5]([N+:9]([O-:11])=[O:10])=[C:6]([CH:8]=[CH:17][N:20]([CH3:22])[CH3:21])[CH:7]=1. The yield is 0.630. (2) The reactants are [CH:1]1([CH2:4][O:5][C:6]2[N:11]=[C:10]([C:12]([NH:14][C:15]3([CH2:19][C:20](O)=[O:21])[CH2:18][S:17][CH2:16]3)=[O:13])[CH:9]=[CH:8][C:7]=2[C:23]2([OH:27])[CH2:26][CH2:25][CH2:24]2)[CH2:3][CH2:2]1.C1N=C[N:30](C(N2C=NC=C2)=O)C=1.N. No catalyst specified. The product is [NH2:30][C:20](=[O:21])[CH2:19][C:15]1([NH:14][C:12]([C:10]2[CH:9]=[CH:8][C:7]([C:23]3([OH:27])[CH2:26][CH2:25][CH2:24]3)=[C:6]([O:5][CH2:4][CH:1]3[CH2:2][CH2:3]3)[N:11]=2)=[O:13])[CH2:16][S:17][CH2:18]1. The yield is 0.240. (3) The reactants are Br[C:2]1[CH:3]=[C:4]([CH:7]=[CH:8][C:9]=1[O:10][CH2:11][CH2:12][CH3:13])[CH:5]=[O:6].[CH3:14][N:15](C=O)C.Cl. The catalyst is CCOC(C)=O. The product is [CH:5]([C:4]1[CH:7]=[CH:8][C:9]([O:10][CH2:11][CH2:12][CH3:13])=[C:2]([CH:3]=1)[C:14]#[N:15])=[O:6]. The yield is 0.880.